Dataset: Forward reaction prediction with 1.9M reactions from USPTO patents (1976-2016). Task: Predict the product of the given reaction. (1) Given the reactants [NH:1]1[C:5]2[CH:6]=[CH:7][CH:8]=[CH:9][C:4]=2[N:3]=[C:2]1[N:10]([CH2:21][C:22]1[CH:31]=[CH:30][C:25]([C:26]([O:28]C)=[O:27])=[CH:24][CH:23]=1)[CH:11]1[CH2:16][CH2:15][CH:14]([C:17]([CH3:20])([CH3:19])[CH3:18])[CH2:13][CH2:12]1.CI.[H-].[Na+].N1C2C=CC=CC=2N[CH:37]=1.[Li+].[OH-].Cl, predict the reaction product. The product is: [C:17]([CH:14]1[CH2:13][CH2:12][CH:11]([N:10]([CH2:21][C:22]2[CH:23]=[CH:24][C:25]([C:26]([OH:28])=[O:27])=[CH:30][CH:31]=2)[C:2]2[N:1]([CH3:37])[C:5]3[CH:6]=[CH:7][CH:8]=[CH:9][C:4]=3[N:3]=2)[CH2:16][CH2:15]1)([CH3:18])([CH3:20])[CH3:19]. (2) Given the reactants Br[C:2]1[CH:3]=[C:4]([NH:8][CH2:9][C:10]2[CH:11]=[N:12][CH:13]=[CH:14][CH:15]=2)[CH:5]=[CH:6][CH:7]=1.[C:16]([C:18]1[CH:23]=[CH:22][C:21](B(O)O)=[CH:20][CH:19]=1)#[N:17].C(=O)([O-])[O-].[Na+].[Na+], predict the reaction product. The product is: [C:16]([C:18]1[CH:23]=[CH:22][C:21]([C:2]2[CH:3]=[C:4]([NH:8][CH2:9][C:10]3[CH:11]=[N:12][CH:13]=[CH:14][CH:15]=3)[CH:5]=[CH:6][CH:7]=2)=[CH:20][CH:19]=1)#[N:17]. (3) Given the reactants [Br:1][C:2]1[CH:7]=[C:6]([F:8])[CH:5]=[CH:4][C:3]=1[CH:9]1[C:14]([C:15]([O:17][CH2:18][CH3:19])=[O:16])=[C:13]([CH2:20]Br)[NH:12][C:11]([C:22]2[S:23][CH:24]=[CH:25][N:26]=2)=[N:10]1.[CH3:27][C:28]1([CH3:37])[O:33][CH2:32][CH2:31][NH:30][C@@H:29]1[C:34]([OH:36])=[O:35].C(=O)([O-])[O-].[K+].[K+], predict the reaction product. The product is: [Br:1][C:2]1[CH:7]=[C:6]([F:8])[CH:5]=[CH:4][C:3]=1[CH:9]1[N:10]=[C:11]([C:22]2[S:23][CH:24]=[CH:25][N:26]=2)[NH:12][C:13]([CH2:20][N:30]2[CH2:31][CH2:32][O:33][C:28]([CH3:27])([CH3:37])[C@H:29]2[C:34]([OH:36])=[O:35])=[C:14]1[C:15]([O:17][CH2:18][CH3:19])=[O:16]. (4) Given the reactants [Cl:1][C:2]1[CH:7]=[CH:6][C:5]([C:8]#[C:9][C:10]2[CH:39]=[CH:38][C:13]([CH2:14][N:15]([C:25]3[CH:37]=[CH:36][C:28]4[O:29]C(C)(C)[O:31][C:32](=[O:33])[C:27]=4[CH:26]=3)[C:16](=[O:24])[C:17]3[CH:22]=[CH:21][CH:20]=[C:19]([F:23])[CH:18]=3)=[CH:12][CH:11]=2)=[CH:4][CH:3]=1.[OH-].[Na+], predict the reaction product. The product is: [Cl:1][C:2]1[CH:3]=[CH:4][C:5]([C:8]#[C:9][C:10]2[CH:11]=[CH:12][C:13]([CH2:14][N:15]([C:16](=[O:24])[C:17]3[CH:22]=[CH:21][CH:20]=[C:19]([F:23])[CH:18]=3)[C:25]3[CH:37]=[CH:36][C:28]([OH:29])=[C:27]([CH:26]=3)[C:32]([OH:33])=[O:31])=[CH:38][CH:39]=2)=[CH:6][CH:7]=1. (5) The product is: [CH2:9]([C@@:16]12[CH2:29][CH2:28][C@@:27]([CH2:31][CH3:32])([OH:30])[CH2:26][C@@H:25]1[CH:24]=[CH:23][C:22]1[CH:21]=[C:20]([C:33]([NH:8][C:7]3[C:2]([CH3:1])=[N:3][CH:4]=[CH:5][CH:6]=3)=[O:34])[CH:19]=[CH:18][C:17]2=1)[C:10]1[CH:11]=[CH:12][CH:13]=[CH:14][CH:15]=1. Given the reactants [CH3:1][C:2]1[C:7]([NH2:8])=[CH:6][CH:5]=[CH:4][N:3]=1.[CH2:9]([C@@:16]12[CH2:29][CH2:28][C@@:27]([CH2:31][CH3:32])([OH:30])[CH2:26][C@@H:25]1[CH:24]=[CH:23][C:22]1[CH:21]=[C:20]([C:33](OC)=[O:34])[CH:19]=[CH:18][C:17]2=1)[C:10]1[CH:15]=[CH:14][CH:13]=[CH:12][CH:11]=1.[Li+].C[Si]([N-][Si](C)(C)C)(C)C, predict the reaction product. (6) The product is: [N:16]1([C:9]2[C:10]3[C:15](=[CH:14][CH:13]=[CH:12][CH:11]=3)[C:6]([C:4]([OH:5])=[O:3])=[CH:7][CH:8]=2)[CH2:20][CH2:19][CH2:18][CH2:17]1. Given the reactants C([O:3][C:4]([C:6]1[C:15]2[C:10](=[CH:11][CH:12]=[CH:13][CH:14]=2)[C:9]([N:16]2[CH2:20][CH2:19][CH2:18][CH2:17]2)=[CH:8][CH:7]=1)=[O:5])C.[Li+].[OH-].O.C1COCC1, predict the reaction product. (7) The product is: [Si:1]([O:8][CH2:9][CH2:10][C:11]1[S:15][CH:14]=[C:13]([CH2:16][N:43]2[CH2:44][CH2:45][C:39]3([O:38][CH2:37][CH2:36][N:35]([C:33]([C:31]4[N:32]=[C:28]([CH:25]([CH3:26])[CH3:27])[S:29][CH:30]=4)=[O:34])[CH2:40]3)[CH2:41][CH2:42]2)[CH:12]=1)([C:4]([CH3:5])([CH3:6])[CH3:7])([CH3:2])[CH3:3]. Given the reactants [Si:1]([O:8][CH2:9][CH2:10][C:11]1[S:15][CH:14]=[C:13]([CH:16]=O)[CH:12]=1)([C:4]([CH3:7])([CH3:6])[CH3:5])([CH3:3])[CH3:2].FC(F)(F)C(O)=O.[CH:25]([C:28]1[S:29][CH:30]=[C:31]([C:33]([N:35]2[CH2:40][C:39]3([CH2:45][CH2:44][NH:43][CH2:42][CH2:41]3)[O:38][CH2:37][CH2:36]2)=[O:34])[N:32]=1)([CH3:27])[CH3:26].C(O[BH-](OC(=O)C)OC(=O)C)(=O)C.[Na+].C(=O)(O)[O-].[Na+], predict the reaction product. (8) Given the reactants [NH2:1][C:2]1[CH:7]=[CH:6][C:5]([OH:8])=[CH:4][CH:3]=1.C(=O)([O-])[O-].[Cs+].[Cs+].F[C:16]1[C:21]([CH3:22])=[CH:20][CH:19]=[CH:18][N:17]=1, predict the reaction product. The product is: [CH3:22][C:21]1[C:16]([O:8][C:5]2[CH:6]=[CH:7][C:2]([NH2:1])=[CH:3][CH:4]=2)=[N:17][CH:18]=[CH:19][CH:20]=1. (9) Given the reactants [Br:1][C:2]1[CH:7]=[CH:6][C:5]([N:8]2[C:12]3[CH:13]=[CH:14][CH:15]=[CH:16][C:11]=3[NH:10][C:9]2=O)=[CH:4][CH:3]=1.C(=O)(O)[O-].[Na+].O=P(Cl)(Cl)[Cl:25], predict the reaction product. The product is: [Br:1][C:2]1[CH:7]=[CH:6][C:5]([N:8]2[C:12]3[CH:13]=[CH:14][CH:15]=[CH:16][C:11]=3[N:10]=[C:9]2[Cl:25])=[CH:4][CH:3]=1.